Task: Predict the reactants needed to synthesize the given product.. Dataset: Full USPTO retrosynthesis dataset with 1.9M reactions from patents (1976-2016) Given the product [NH2:49][C:50]1[CH:51]=[CH:52][C:53]([C:37]2[CH:38]=[CH:39][C:34]([C:9]3[N:8]([C:5]4[CH:4]=[CH:3][C:2]([Cl:1])=[CH:7][CH:6]=4)[C:13](=[O:14])[C:12]4[CH:15]=[N:16][N:17]([C:18]5[CH:23]=[CH:22][CH:21]=[C:20]([S:24]([N:27]6[C:31]([CH3:32])=[CH:30][CH:29]=[C:28]6[CH3:33])(=[O:25])=[O:26])[CH:19]=5)[C:11]=4[N:10]=3)=[CH:35][CH:36]=2)=[N:54][CH:55]=1, predict the reactants needed to synthesize it. The reactants are: [Cl:1][C:2]1[CH:7]=[CH:6][C:5]([N:8]2[C:13](=[O:14])[C:12]3[CH:15]=[N:16][N:17]([C:18]4[CH:23]=[CH:22][CH:21]=[C:20]([S:24]([N:27]5[C:31]([CH3:32])=[CH:30][CH:29]=[C:28]5[CH3:33])(=[O:26])=[O:25])[CH:19]=4)[C:11]=3[N:10]=[C:9]2[C:34]2[CH:39]=[CH:38][C:37](B3OC(C)(C)C(C)(C)O3)=[CH:36][CH:35]=2)=[CH:4][CH:3]=1.[NH2:49][C:50]1[CH:51]=[CH:52][C:53](Br)=[N:54][CH:55]=1.C(=O)([O-])[O-].[Cs+].[Cs+].